Dataset: Reaction yield outcomes from USPTO patents with 853,638 reactions. Task: Predict the reaction yield, written as a fraction of the theoretical maximum amount of product (1.0 means a 100% yield; for example, 0.34 means a 34% yield). (1) The reactants are Cl.[F:2][C:3]([F:14])([F:13])[C:4]1[CH:9]=[CH:8][C:7]([C:10](=[NH:12])[NH2:11])=[CH:6][CH:5]=1.[Cl:15][C:16]([SH:19])(Cl)Cl.[OH-].[Na+]. The catalyst is ClCCl.O. The product is [Cl:15][C:16]1[S:19][N:11]=[C:10]([C:7]2[CH:6]=[CH:5][C:4]([C:3]([F:13])([F:14])[F:2])=[CH:9][CH:8]=2)[N:12]=1. The yield is 0.292. (2) The reactants are [F:1][C:2]1[CH:3]=[N:4][N:5]([CH3:15])[C:6]=1[C:7]1[CH:8]=[C:9]([C:12]([OH:14])=O)[S:10][CH:11]=1.[NH2:16][C@@H:17]([CH2:30][C:31]1[CH:36]=[CH:35][CH:34]=[CH:33][C:32]=1[C:37]([F:40])([F:39])[F:38])[CH2:18][N:19]1[C:27](=[O:28])[C:26]2[C:21](=[CH:22][CH:23]=[CH:24][CH:25]=2)[C:20]1=[O:29].C(N(C(C)C)CC)(C)C.C1CN([P+](Br)(N2CCCC2)N2CCCC2)CC1.F[P-](F)(F)(F)(F)F. The catalyst is C(Cl)Cl. The product is [O:28]=[C:27]1[C:26]2[C:21](=[CH:22][CH:23]=[CH:24][CH:25]=2)[C:20](=[O:29])[N:19]1[CH2:18][C@@H:17]([NH:16][C:12]([C:9]1[S:10][CH:11]=[C:7]([C:6]2[N:5]([CH3:15])[N:4]=[CH:3][C:2]=2[F:1])[CH:8]=1)=[O:14])[CH2:30][C:31]1[CH:36]=[CH:35][CH:34]=[CH:33][C:32]=1[C:37]([F:39])([F:38])[F:40]. The yield is 0.650. (3) The reactants are [Cl:1][S:2]([OH:5])(=O)=[O:3].[F:6][C:7]1[CH:12]=[CH:11][C:10]([CH3:13])=[CH:9][C:8]=1[OH:14]. The catalyst is ClCCl. The product is [F:6][C:7]1[C:8]([OH:14])=[CH:9][C:10]([CH3:13])=[C:11]([S:2]([Cl:1])(=[O:5])=[O:3])[CH:12]=1. The yield is 0.0750. (4) The reactants are [Cl:1][C:2]1[CH:12]=[C:11](Br)[CH:10]=[CH:9][C:3]=1[C:4]([O:6][CH2:7][CH3:8])=[O:5].[CH:14]([B-](F)(F)F)=[CH2:15].[K+].C(=O)([O-])[O-].[K+].[K+]. The catalyst is CS(C)=O.O. The product is [Cl:1][C:2]1[CH:12]=[C:11]([CH:14]=[CH2:15])[CH:10]=[CH:9][C:3]=1[C:4]([O:6][CH2:7][CH3:8])=[O:5]. The yield is 0.690. (5) The reactants are [NH2:1][C:2]1[C:3]([CH3:28])=[N:4][C:5]([O:9][CH2:10][C:11]([N:13]([CH:15]2[CH2:20][CH2:19][N:18]([CH2:21][C:22]3[CH:27]=[CH:26][CH:25]=[CH:24][CH:23]=3)[CH2:17][CH2:16]2)[CH3:14])=[O:12])=[N:6][C:7]=1[CH3:8].[N+:29]([O-:32])([OH:31])=[O:30]. The catalyst is CO. The product is [N+:29]([O-:32])([OH:31])=[O:30].[NH2:1][C:2]1[C:7]([CH3:8])=[N:6][C:5]([O:9][CH2:10][C:11]([N:13]([CH:15]2[CH2:20][CH2:19][N:18]([CH2:21][C:22]3[CH:23]=[CH:24][CH:25]=[CH:26][CH:27]=3)[CH2:17][CH2:16]2)[CH3:14])=[O:12])=[N:4][C:3]=1[CH3:28]. The yield is 0.540. (6) The reactants are Br[CH2:2]/[CH:3]=[CH:4]/[C:5]([O:7][CH2:8][CH3:9])=[O:6].[NH:10]([CH3:12])[CH3:11].[OH-].[Na+].C(Cl)[Cl:16]. The catalyst is O.[Cl-].[Na+].O.CCOC(C)=O.Cl. The product is [ClH:16].[CH3:11][N:10]([CH3:12])[CH2:2]/[CH:3]=[CH:4]/[C:5]([O:7][CH2:8][CH3:9])=[O:6]. The yield is 0.800. (7) The reactants are Cl[C:2]1[CH:3]=[C:4]([NH:10][C@H:11]2[CH2:15][CH2:14][N:13]([C:16]([O:18][C:19]([CH3:22])([CH3:21])[CH3:20])=[O:17])[CH2:12]2)[CH:5]=[CH:6][C:7]=1[C:8]#[N:9].CC([O-])=O.[K+]. The catalyst is CO.[Pd]. The product is [C:8]([C:7]1[CH:2]=[CH:3][C:4]([NH:10][C@H:11]2[CH2:15][CH2:14][N:13]([C:16]([O:18][C:19]([CH3:22])([CH3:21])[CH3:20])=[O:17])[CH2:12]2)=[CH:5][CH:6]=1)#[N:9]. The yield is 0.890.